From a dataset of Peptide-MHC class II binding affinity with 134,281 pairs from IEDB. Regression. Given a peptide amino acid sequence and an MHC pseudo amino acid sequence, predict their binding affinity value. This is MHC class II binding data. (1) The peptide sequence is VSKVMIGSPKKV. The MHC is HLA-DQA10101-DQB10501 with pseudo-sequence HLA-DQA10101-DQB10501. The binding affinity (normalized) is 0.000920. (2) The peptide sequence is ESHGVAAVLFAATAA. The MHC is DRB1_0701 with pseudo-sequence DRB1_0701. The binding affinity (normalized) is 0.378. (3) The peptide sequence is EEFVVAFDLPGIK. The MHC is DRB1_0402 with pseudo-sequence DRB1_0402. The binding affinity (normalized) is 0.574. (4) The peptide sequence is PGHGISVGSLGRYKD. The MHC is DRB4_0101 with pseudo-sequence DRB4_0103. The binding affinity (normalized) is 0.0606. (5) The MHC is DRB1_1302 with pseudo-sequence DRB1_1302. The binding affinity (normalized) is 0. The peptide sequence is RFYKTLRAEQAS. (6) The peptide sequence is MVGTILEMLGHRLDD. The MHC is HLA-DPA10201-DPB10501 with pseudo-sequence HLA-DPA10201-DPB10501. The binding affinity (normalized) is 0.375. (7) The peptide sequence is GEVAPDAKSFVLN. The MHC is DRB1_0101 with pseudo-sequence DRB1_0101. The binding affinity (normalized) is 0. (8) The binding affinity (normalized) is 0.325. The MHC is DRB1_1201 with pseudo-sequence DRB1_1201. The peptide sequence is AEHQAIISDVLTASD. (9) The peptide sequence is AAGDGNIVAVDIKPK. The MHC is DRB1_0901 with pseudo-sequence DRB1_0901. The binding affinity (normalized) is 0. (10) The peptide sequence is AFILDGDNLFPHV. The MHC is DRB1_0401 with pseudo-sequence DRB1_0401. The binding affinity (normalized) is 0.758.